From a dataset of Retrosynthesis with 50K atom-mapped reactions and 10 reaction types from USPTO. Predict the reactants needed to synthesize the given product. (1) Given the product O=[N+]([O-])c1ccc(Oc2ccccc2)cc1, predict the reactants needed to synthesize it. The reactants are: O=[N+]([O-])c1ccc(Br)cc1.Oc1ccccc1. (2) Given the product CNCCC(c1c[nH]c2ccccc12)N1CCOCC1, predict the reactants needed to synthesize it. The reactants are: CN(CCC(c1c[nH]c2ccccc12)N1CCOCC1)Cc1ccccc1.